Predict the product of the given reaction. From a dataset of Forward reaction prediction with 1.9M reactions from USPTO patents (1976-2016). (1) Given the reactants [C:1]([C:3]1[S:4][C:5]([CH3:8])=[CH:6][CH:7]=1)#[N:2].[Br:9]N1C(=O)CCC1=O.N(C(C)(C)C#N)=NC(C)(C)C#N, predict the reaction product. The product is: [C:1]([C:3]1[S:4][C:5]([CH2:8][Br:9])=[CH:6][CH:7]=1)#[N:2]. (2) Given the reactants [NH2:1][C:2]([C:14]1[CH:19]=[CH:18][CH:17]=[C:16]([Br:20])[N:15]=1)([CH3:13])[CH2:3][O:4][C@@:5]([CH3:12])([C:8]([F:11])([F:10])[F:9])[C:6]#[N:7].C(N[C@H](C(O)=O)CS)(=O)C.C([O-])([O-])=O.[K+].[K+], predict the reaction product. The product is: [Br:20][C:16]1[N:15]=[C:14]([C:2]2([CH3:13])[CH2:3][O:4][C@@:5]([CH3:12])([C:8]([F:10])([F:9])[F:11])[C:6]([NH2:7])=[N:1]2)[CH:19]=[CH:18][CH:17]=1.